Dataset: Full USPTO retrosynthesis dataset with 1.9M reactions from patents (1976-2016). Task: Predict the reactants needed to synthesize the given product. (1) Given the product [C:1]([O:5][C:6]([NH:8][C@H:9]1[CH2:10][CH2:11][C@H:12]([N:15]2[CH2:20][CH2:19][CH2:18][CH2:17]2)[CH2:13][CH2:14]1)=[O:7])([CH3:4])([CH3:2])[CH3:3], predict the reactants needed to synthesize it. The reactants are: [C:1]([O:5][C:6]([NH:8][C@H:9]1[CH2:14][CH2:13][C@H:12]([NH2:15])[CH2:11][CH2:10]1)=[O:7])([CH3:4])([CH3:3])[CH3:2].Cl[CH2:17][CH2:18][CH2:19][CH2:20]Cl.C(=O)([O-])[O-].[K+].[K+].[I-].[Na+]. (2) Given the product [Cl:34][C:9]1[C:10]([C:13]2[CH:14]=[N:15][C:16]([C:19]3[NH:23][C:22]4[CH:24]=[C:25]([N:28]5[CH2:29][CH2:30][O:31][CH2:32][CH2:33]5)[CH:26]=[CH:27][C:21]=4[N:20]=3)=[CH:17][CH:18]=2)=[N:11][CH:12]=[C:7]([C:5]([OH:6])=[O:4])[CH:8]=1, predict the reactants needed to synthesize it. The reactants are: [OH-].[Li+].C[O:4][C:5]([C:7]1[CH:8]=[C:9]([Cl:34])[C:10]([C:13]2[CH:14]=[N:15][C:16]([C:19]3[NH:23][C:22]4[CH:24]=[C:25]([N:28]5[CH2:33][CH2:32][O:31][CH2:30][CH2:29]5)[CH:26]=[CH:27][C:21]=4[N:20]=3)=[CH:17][CH:18]=2)=[N:11][CH:12]=1)=[O:6]. (3) Given the product [ClH:1].[NH2:8][C@H:9]([C:11]1[O:15][N:14]=[C:13]([CH:16]2[CH2:21][CH:20]([C:22]3[CH:27]=[CH:26][C:25]([C:28]([F:29])([F:30])[F:31])=[CH:24][CH:23]=3)[CH2:19][N:18]([C:32]([N:34]3[CH2:39][CH2:38][O:37][CH2:36][CH2:35]3)=[O:33])[CH2:17]2)[N:12]=1)[CH3:10], predict the reactants needed to synthesize it. The reactants are: [ClH:1].C(OC(=O)[NH:8][C@H:9]([C:11]1[O:15][N:14]=[C:13]([CH:16]2[CH2:21][CH:20]([C:22]3[CH:27]=[CH:26][C:25]([C:28]([F:31])([F:30])[F:29])=[CH:24][CH:23]=3)[CH2:19][N:18]([C:32]([N:34]3[CH2:39][CH2:38][O:37][CH2:36][CH2:35]3)=[O:33])[CH2:17]2)[N:12]=1)[CH3:10])(C)(C)C. (4) Given the product [Cl:9][C:8]1[N:1]=[C:2]([Cl:3])[N:4]=[C:5]([N:20]([CH2:19][CH2:18][CH2:17][C:14]2[CH:13]=[CH:12][C:11]([Cl:10])=[CH:16][CH:15]=2)[CH3:21])[N:7]=1, predict the reactants needed to synthesize it. The reactants are: [N:1]1[C:8]([Cl:9])=[N:7][C:5](Cl)=[N:4][C:2]=1[Cl:3].[Cl:10][C:11]1[CH:16]=[CH:15][C:14]([CH2:17][CH2:18][CH2:19][NH:20][CH3:21])=[CH:13][CH:12]=1. (5) Given the product [C:16]([O:18][CH2:19][CH2:20][NH:11][C:10]1[CH:12]=[CH:13][C:7]([C:4]2[N:3]=[C:2]([CH3:1])[O:6][N:5]=2)=[CH:8][CH:9]=1)(=[O:17])[CH3:15], predict the reactants needed to synthesize it. The reactants are: [CH3:1][C:2]1[O:6][N:5]=[C:4]([C:7]2[CH:13]=[CH:12][C:10]([NH2:11])=[CH:9][CH:8]=2)[N:3]=1.Br[CH2:15][C:16]([O:18][CH2:19][CH3:20])=[O:17]. (6) Given the product [CH3:16][N:13]1[CH2:14][CH2:15][N:10]([CH2:8][C:5]2[CH:6]=[CH:7][C:2]([NH2:1])=[CH:3][C:4]=2[C:17]([F:20])([F:18])[F:19])[CH2:11][CH2:12]1, predict the reactants needed to synthesize it. The reactants are: [NH2:1][C:2]1[CH:7]=[CH:6][C:5]([C:8]([N:10]2[CH2:15][CH2:14][N:13]([CH3:16])[CH2:12][CH2:11]2)=O)=[C:4]([C:17]([F:20])([F:19])[F:18])[CH:3]=1.B.C1COCC1.Cl.O. (7) Given the product [NH2:1][C:4]1[CH:9]=[C:8]([S:10]([C:13]2[CH:14]=[CH:15][CH:16]=[CH:17][CH:18]=2)(=[O:11])=[O:12])[CH:7]=[CH:6][C:5]=1[NH:19][C:20](=[O:28])[C:21]([OH:27])([CH3:26])[C:22]([F:25])([F:23])[F:24], predict the reactants needed to synthesize it. The reactants are: [N+:1]([C:4]1[CH:9]=[C:8]([S:10]([C:13]2[CH:18]=[CH:17][CH:16]=[CH:15][CH:14]=2)(=[O:12])=[O:11])[CH:7]=[CH:6][C:5]=1[NH:19][C:20](=[O:28])[C:21]([OH:27])([CH3:26])[C:22]([F:25])([F:24])[F:23])([O-])=O.C([O-])=O.[NH4+].C(OCC)(=O)C.